From a dataset of Full USPTO retrosynthesis dataset with 1.9M reactions from patents (1976-2016). Predict the reactants needed to synthesize the given product. (1) Given the product [CH3:1][O:2][C:3]1[CH:4]=[C:5]([CH:28]=[CH:29][C:30]=1[O:31][CH3:32])[CH2:6][NH:7][C:8]([C:10]1([CH2:23][CH2:24][CH2:25][CH2:26][N:36]2[CH2:37][CH2:38][N:33]([C:39]3[CH:48]=[CH:47][C:46]4[C:41](=[CH:42][CH:43]=[CH:44][CH:45]=4)[N:40]=3)[CH2:34][CH2:35]2)[C:22]2[CH:21]=[CH:20][CH:19]=[CH:18][C:17]=2[C:16]2[C:11]1=[CH:12][CH:13]=[CH:14][CH:15]=2)=[O:9], predict the reactants needed to synthesize it. The reactants are: [CH3:1][O:2][C:3]1[CH:4]=[C:5]([CH:28]=[CH:29][C:30]=1[O:31][CH3:32])[CH2:6][NH:7][C:8]([C:10]1([CH2:23][CH2:24][CH2:25][CH2:26]Br)[C:22]2[CH:21]=[CH:20][CH:19]=[CH:18][C:17]=2[C:16]2[C:11]1=[CH:12][CH:13]=[CH:14][CH:15]=2)=[O:9].[N:33]1([C:39]2[CH:48]=[CH:47][C:46]3[C:41](=[CH:42][CH:43]=[CH:44][CH:45]=3)[N:40]=2)[CH2:38][CH2:37][NH:36][CH2:35][CH2:34]1. (2) The reactants are: C([O:7][C@H:8]([CH3:41])[C:9]([N:11]1[CH2:16][CH2:15][CH:14]([CH2:17][CH2:18][N:19]2[C:27]([S:28][C:29]3[C:38]([Br:39])=[CH:37][C:32]4[O:33][CH2:34][CH2:35][O:36][C:31]=4[CH:30]=3)=[N:26][C:25]3[C:20]2=[N:21][CH:22]=[N:23][C:24]=3[NH2:40])[CH2:13][CH2:12]1)=[O:10])(=O)C(C)(C)C.[OH-].C([N+](CCCC)(CCCC)CCCC)CCC. Given the product [NH2:40][C:24]1[N:23]=[CH:22][N:21]=[C:20]2[C:25]=1[N:26]=[C:27]([S:28][C:29]1[C:38]([Br:39])=[CH:37][C:32]3[O:33][CH2:34][CH2:35][O:36][C:31]=3[CH:30]=1)[N:19]2[CH2:18][CH2:17][CH:14]1[CH2:13][CH2:12][N:11]([C:9](=[O:10])[C@H:8]([OH:7])[CH3:41])[CH2:16][CH2:15]1, predict the reactants needed to synthesize it.